This data is from Forward reaction prediction with 1.9M reactions from USPTO patents (1976-2016). The task is: Predict the product of the given reaction. (1) Given the reactants [C:1]([O:5][C:6]([NH:8][CH:9]([CH2:15][C:16]1[CH:21]=[CH:20][CH:19]=[CH:18][CH:17]=1)[C@H:10]([OH:14])[C:11](O)=[O:12])=[O:7])([CH3:4])([CH3:3])[CH3:2].Cl.CN.[CH:25]([N:28](CC)C(C)C)(C)C.CN(C(ON1N=NC2C=CC=NC1=2)=[N+](C)C)C.F[P-](F)(F)(F)(F)F, predict the reaction product. The product is: [C:1]([O:5][C:6](=[O:7])[NH:8][C@@H:9]([CH2:15][C:16]1[CH:21]=[CH:20][CH:19]=[CH:18][CH:17]=1)[CH:10]([OH:14])[C:11](=[O:12])[NH:28][CH3:25])([CH3:4])([CH3:3])[CH3:2]. (2) Given the reactants [C:1]1([SH:7])[CH:6]=[CH:5][CH:4]=[CH:3][CH:2]=1.[CH2:8]([C:10]1[CH:18]=[C:17]2[C:13]([CH2:14][O:15][C:16]2=[O:19])=[CH:12][CH:11]=1)[CH3:9].C(=O)([O-])[O-].[K+].[K+].Cl, predict the reaction product. The product is: [C:1]1([S:7][CH2:14][C:13]2[CH:12]=[CH:11][C:10]([CH2:8][CH3:9])=[CH:18][C:17]=2[C:16]([OH:19])=[O:15])[CH:6]=[CH:5][CH:4]=[CH:3][CH:2]=1. (3) Given the reactants C(OC([N:11]1[CH2:15][CH:14]([CH:16]=[CH2:17])[C@H:13]([NH:18][C:19]([O:21][C:22]([CH3:25])([CH3:24])[CH3:23])=[O:20])[CH2:12]1)=O)C1C=CC=CC=1.[H][H], predict the reaction product. The product is: [C:22]([O:21][C:19]([NH:18][C@H:13]1[CH:14]([CH2:16][CH3:17])[CH2:15][NH:11][CH2:12]1)=[O:20])([CH3:25])([CH3:24])[CH3:23]. (4) Given the reactants [NH2:1][C:2]1[CH:17]=[CH:16][C:5]([O:6][C:7]2[CH:8]=[C:9]([CH:13]=[CH:14][CH:15]=2)[N:10]([CH3:12])[CH3:11])=[C:4]([Cl:18])[CH:3]=1.C(O[C:24](=[O:38])[NH:25][CH2:26][CH2:27][N:28]1[C:36]2[C:35](Cl)=[N:34][CH:33]=[N:32][C:31]=2[CH:30]=[CH:29]1)(C)(C)C.Cl.C(OCC)(=O)C.[OH:46][C:47]([CH3:53])([CH3:52])[CH2:48]C(O)=O.Cl.C(N=C=NCCCN(C)C)C.ON1C2C=CC=CC=2N=N1, predict the reaction product. The product is: [Cl:18][C:4]1[CH:3]=[C:2]([NH:1][C:35]2[C:36]3[N:28]([CH2:27][CH2:26][NH:25][C:24](=[O:38])[CH2:48][C:47]([OH:46])([CH3:53])[CH3:52])[CH:29]=[CH:30][C:31]=3[N:32]=[CH:33][N:34]=2)[CH:17]=[CH:16][C:5]=1[O:6][C:7]1[CH:15]=[CH:14][CH:13]=[C:9]([N:10]([CH3:11])[CH3:12])[CH:8]=1. (5) Given the reactants [C:1]1([C:23]2[CH:28]=[CH:27][CH:26]=[CH:25][CH:24]=2)[CH:6]=[CH:5][C:4]([CH2:7][S:8]([NH:11]CC2C=CC(OC)=CC=2OC)(=[O:10])=[O:9])=[CH:3][CH:2]=1.C([Li])CCC.[CH3:34][C:35]([CH3:37])=[O:36].FC(F)(F)C(O)=O, predict the reaction product. The product is: [C:1]1([C:23]2[CH:24]=[CH:25][CH:26]=[CH:27][CH:28]=2)[CH:2]=[CH:3][C:4]([CH:7]([S:8]([NH2:11])(=[O:9])=[O:10])[C:35]([OH:36])([CH3:37])[CH3:34])=[CH:5][CH:6]=1. (6) The product is: [NH2:3][CH2:4][CH2:5][O:6][CH2:7][CH2:8][NH:9][S:35]([C:31]1[CH:32]=[CH:33][CH:34]=[C:29]([CH:20]2[C:19]3[C:24](=[C:25]([Cl:27])[CH:26]=[C:17]([Cl:16])[CH:18]=3)[CH2:23][N:22]([CH3:28])[CH2:21]2)[CH:30]=1)(=[O:37])=[O:36]. Given the reactants Cl.Cl.[NH2:3][CH2:4][CH2:5][O:6][CH2:7][CH2:8][NH2:9].C(=O)([O-])[O-].[K+].[K+].[Cl:16][C:17]1[CH:18]=[C:19]2[C:24](=[C:25]([Cl:27])[CH:26]=1)[CH2:23][N:22]([CH3:28])[CH2:21][CH:20]2[C:29]1[CH:30]=[C:31]([S:35](Cl)(=[O:37])=[O:36])[CH:32]=[CH:33][CH:34]=1, predict the reaction product. (7) Given the reactants O=[C:2]1[C:11]2[C:6](=[CH:7][CH:8]=[C:9]([C:12]#[N:13])[CH:10]=2)[NH:5][CH:4]=[CH:3]1.P(Br)(Br)[Br:15], predict the reaction product. The product is: [Br:15][C:2]1[C:11]2[C:6](=[CH:7][CH:8]=[C:9]([C:12]#[N:13])[CH:10]=2)[N:5]=[CH:4][CH:3]=1.